Task: Predict the product of the given reaction.. Dataset: Forward reaction prediction with 1.9M reactions from USPTO patents (1976-2016) (1) The product is: [C:10]([O:12][CH:13]([CH3:14])[CH3:20])([CH3:9])=[O:11].[CH3:20][O:21][C:22]1[CH:27]=[CH:26][C:25]([NH:28]/[C:8](/[CH2:7][CH3:16])=[C:9](\[CH3:15])/[C:10]([O:12][CH2:13][CH3:14])=[O:11])=[CH:24][CH:23]=1. Given the reactants C(OP(OCC)(O[CH:7]([CH3:16])/[CH:8]=[C:9](\[CH3:15])/[C:10]([O:12][CH2:13][CH3:14])=[O:11])=O)C.[CH3:20][O:21][C:22]1[CH:27]=[CH:26][C:25]([NH2:28])=[CH:24][CH:23]=1.CCCCCCC, predict the reaction product. (2) Given the reactants [NH2:1][CH2:2][CH2:3][NH:4][C:5]1[N:10]=[CH:9][C:8]([N:11]([CH3:31])[C:12](=[O:30])[C:13]([C:16]2[CH:21]=[C:20]([C:22]([F:25])([F:24])[F:23])[CH:19]=[C:18]([C:26]([F:29])([F:28])[F:27])[CH:17]=2)([CH3:15])[CH3:14])=[C:7]([C:32]2[CH:37]=[CH:36][C:35]([F:38])=[CH:34][C:33]=2[CH3:39])[CH:6]=1.C=O.S([O-])([O-])(=O)=O.[Mg+2].[CH2:48](N(CC)CC)C.[C:55](Cl)(=[O:57])[CH3:56], predict the reaction product. The product is: [C:55]([N:1]1[CH2:2][CH2:3][N:4]([C:5]2[N:10]=[CH:9][C:8]([N:11]([CH3:31])[C:12](=[O:30])[C:13]([C:16]3[CH:17]=[C:18]([C:26]([F:27])([F:28])[F:29])[CH:19]=[C:20]([C:22]([F:24])([F:25])[F:23])[CH:21]=3)([CH3:15])[CH3:14])=[C:7]([C:32]3[CH:37]=[CH:36][C:35]([F:38])=[CH:34][C:33]=3[CH3:39])[CH:6]=2)[CH2:48]1)(=[O:57])[CH3:56]. (3) Given the reactants [Cl:1][C:2]1[C:3]2[CH2:14][CH2:13][C:12](=[CH:15][CH2:16][NH2:17])[C:4]=2[C:5]2[C:9]([CH:10]=1)=[N:8][N:7]([CH3:11])[CH:6]=2.C(N(CC)CC)C.[C:25](OC(=O)C)(=[O:27])[CH3:26], predict the reaction product. The product is: [Cl:1][C:2]1[C:3]2[CH2:14][CH2:13][C:12](=[CH:15][CH2:16][NH:17][C:25](=[O:27])[CH3:26])[C:4]=2[C:5]2[C:9]([CH:10]=1)=[N:8][N:7]([CH3:11])[CH:6]=2. (4) The product is: [F:10][C:7]1[CH:6]=[C:5]2[C:4](=[CH:9][CH:8]=1)[C:3](=[O:13])[N:23]([CH2:14][C:15]1[CH:22]=[CH:21][C:18]([O:19][CH3:20])=[CH:17][CH:16]=1)[CH2:11]2. Given the reactants CO[C:3](=[O:13])[C:4]1[CH:9]=[CH:8][C:7]([F:10])=[CH:6][C:5]=1[CH2:11]Br.[CH2:14]([NH2:23])[C:15]1[CH:22]=[CH:21][C:18]([O:19][CH3:20])=[CH:17][CH:16]=1, predict the reaction product.